The task is: Predict the reactants needed to synthesize the given product.. This data is from Retrosynthesis with 50K atom-mapped reactions and 10 reaction types from USPTO. (1) Given the product CCCCC/C=C\C/C=C\CCCCCCCCOC(OCCCCCCCC/C=C\C/C=C\CCCCC)[C@H]1CCCN1C, predict the reactants needed to synthesize it. The reactants are: C=O.CCCCC/C=C\C/C=C\CCCCCCCCOC(OCCCCCCCC/C=C\C/C=C\CCCCC)[C@H]1CCCN1. (2) Given the product CC(C)(C)OC(=O)N1CCCC2(CCN(Cc3ccccc3)C2)C1COS(C)(=O)=O, predict the reactants needed to synthesize it. The reactants are: CC(C)(C)OC(=O)N1CCCC2(CCN(Cc3ccccc3)C2)C1CO.CS(=O)(=O)Cl. (3) Given the product COCCOc1cc2[nH]cc(C#N)c(=O)c2cc1OC, predict the reactants needed to synthesize it. The reactants are: COCCO.COc1cc2c(=O)c(C#N)c[nH]c2cc1F. (4) Given the product NCc1ccc(COc2nccnc2NS(=O)(=O)c2cccc(Cl)c2Cl)o1, predict the reactants needed to synthesize it. The reactants are: NCc1ccc(CO)o1.O=S(=O)(Nc1nccnc1Cl)c1cccc(Cl)c1Cl. (5) Given the product CCc1c(CN2CC(C(=O)OC)C2)cccc1-c1cnc(-c2ccc(OC(C)C)c(Cl)c2)s1, predict the reactants needed to synthesize it. The reactants are: CCc1c(C=O)cccc1-c1cnc(-c2ccc(OC(C)C)c(Cl)c2)s1.COC(=O)C1CNC1. (6) Given the product O=C(Nc1ccc(F)cn1)c1nn(CC2CCOCC2)c2c1C[C@H]1C[C@@H]21, predict the reactants needed to synthesize it. The reactants are: Nc1ccc(F)cn1.O=C(O)c1nn(CC2CCOCC2)c2c1CC1CC21. (7) Given the product Cc1cc([C@@H]2C[C@H]2NCC2CC2)ccc1NC(=O)c1ccccc1, predict the reactants needed to synthesize it. The reactants are: Cc1cc([C@@H]2C[C@H]2N)ccc1NC(=O)c1ccccc1.O=CC1CC1. (8) Given the product COC(=O)CCCc1ccccc1Nc1ncnc2oc(-c3ccccc3)c(-c3ccc(OC)cc3)c12, predict the reactants needed to synthesize it. The reactants are: COC(=O)CCCc1ccccc1N.COc1ccc(-c2c(-c3ccccc3)oc3ncnc(Cl)c23)cc1. (9) Given the product N#Cc1cc(F)cc(C2CCC(=O)C(N=[N+]=[N-])C2)c1, predict the reactants needed to synthesize it. The reactants are: N#Cc1cc(F)cc(C2CCC(=O)C(Br)C2)c1.[N-]=[N+]=[N-].